Dataset: Full USPTO retrosynthesis dataset with 1.9M reactions from patents (1976-2016). Task: Predict the reactants needed to synthesize the given product. (1) Given the product [CH3:1][C:2]1([C:15]2[CH:20]=[CH:19][CH:18]=[CH:17][CH:16]=2)[C:6](=[O:7])[CH:5]=[C:4]([CH2:8][CH:9]([S:21][CH2:22][CH2:23][C:24]2[CH:29]=[N:28][CH:27]=[CH:26][N:25]=2)[C:10]2[CH:14]=[CH:13][S:12][CH:11]=2)[O:3]1, predict the reactants needed to synthesize it. The reactants are: [CH3:1][C:2]1([C:15]2[CH:20]=[CH:19][CH:18]=[CH:17][CH:16]=2)[C:6](=[O:7])[CH:5]=[C:4](/[CH:8]=[CH:9]/[C:10]2[CH:14]=[CH:13][S:12][CH:11]=2)[O:3]1.[SH:21][CH2:22][CH2:23][C:24]1[CH:29]=[N:28][CH:27]=[CH:26][N:25]=1. (2) Given the product [Cl:1][C:2]1[CH:3]=[CH:4][C:5]([NH:8][C:9]([C:11]2[CH:23]=[CH:22][C:14]([C:15]([OH:17])=[O:16])=[CH:13][C:12]=2[NH:24][C:25]([C@H:27]2[CH2:32][CH2:31][C@H:30]([N:33]3[CH2:38][CH2:37][O:36][CH2:35][C:34]3=[O:39])[CH2:29][CH2:28]2)=[O:26])=[O:10])=[N:6][CH:7]=1, predict the reactants needed to synthesize it. The reactants are: [Cl:1][C:2]1[CH:3]=[CH:4][C:5]([NH:8][C:9]([C:11]2[CH:23]=[CH:22][C:14]([C:15]([O:17]C(C)(C)C)=[O:16])=[CH:13][C:12]=2[NH:24][C:25]([C@H:27]2[CH2:32][CH2:31][C@H:30]([N:33]3[CH2:38][CH2:37][O:36][CH2:35][C:34]3=[O:39])[CH2:29][CH2:28]2)=[O:26])=[O:10])=[N:6][CH:7]=1.Cl.O1CCOCC1.C(OC(C)C)(C)C.